This data is from Forward reaction prediction with 1.9M reactions from USPTO patents (1976-2016). The task is: Predict the product of the given reaction. (1) Given the reactants [F:1][C:2]1[CH:20]=[CH:19][C:5]([O:6][CH2:7][CH2:8][NH:9][C:10]([C:12]2[N:13]=[N:14][C:15](Cl)=[CH:16][CH:17]=2)=[O:11])=[CH:4][CH:3]=1.[N:21]1([C:27]([C:29]2[CH:34]=[CH:33][CH:32]=[CH:31][C:30]=2[C:35]([F:38])([F:37])[F:36])=[O:28])[CH2:26][CH2:25][NH:24][CH2:23][CH2:22]1, predict the reaction product. The product is: [F:1][C:2]1[CH:20]=[CH:19][C:5]([O:6][CH2:7][CH2:8][NH:9][C:10]([C:12]2[N:13]=[N:14][C:15]([N:24]3[CH2:25][CH2:26][N:21]([C:27](=[O:28])[C:29]4[CH:34]=[CH:33][CH:32]=[CH:31][C:30]=4[C:35]([F:38])([F:36])[F:37])[CH2:22][CH2:23]3)=[CH:16][CH:17]=2)=[O:11])=[CH:4][CH:3]=1. (2) The product is: [CH2:45]([C:42]1[CH:41]=[CH:40][C:39]([C:36]2[O:35][C:34]([C:31]3[CH:30]=[CH:29][C:28]([CH2:27][OH:26])=[CH:33][CH:32]=3)=[N:38][N:37]=2)=[CH:44][CH:43]=1)[CH:46]([CH3:48])[CH3:47]. Given the reactants [F-].C([N+](CCCC)(CCCC)CCCC)CCC.[Si]([O:26][CH2:27][C:28]1[CH:33]=[CH:32][C:31]([C:34]2[O:35][C:36]([C:39]3[CH:44]=[CH:43][C:42]([CH2:45][CH:46]([CH3:48])[CH3:47])=[CH:41][CH:40]=3)=[N:37][N:38]=2)=[CH:30][CH:29]=1)(C(C)(C)C)(C)C.C1COCC1, predict the reaction product.